This data is from Full USPTO retrosynthesis dataset with 1.9M reactions from patents (1976-2016). The task is: Predict the reactants needed to synthesize the given product. (1) Given the product [F:34][C:35]([F:48])([F:47])[S:36]([NH:16][CH2:15][CH2:14][O:13][C:12]1[CH:11]=[CH:10][C:9]([C:7]2[N:6]([C:19]3[CH:24]=[CH:23][C:22]([O:25][CH3:26])=[CH:21][CH:20]=3)[N:5]=[C:4]([O:3][CH3:2])[CH:8]=2)=[CH:18][CH:17]=1)(=[O:38])=[O:37], predict the reactants needed to synthesize it. The reactants are: Cl.[CH3:2][O:3][C:4]1[CH:8]=[C:7]([C:9]2[CH:18]=[CH:17][C:12]([O:13][CH2:14][CH2:15][NH2:16])=[CH:11][CH:10]=2)[N:6]([C:19]2[CH:24]=[CH:23][C:22]([O:25][CH3:26])=[CH:21][CH:20]=2)[N:5]=1.C(N(CC)CC)C.[F:34][C:35]([F:48])([F:47])[S:36](O[S:36]([C:35]([F:48])([F:47])[F:34])(=[O:38])=[O:37])(=[O:38])=[O:37]. (2) Given the product [C:19]1([C:56]2[CH:57]=[CH:58][CH:59]=[CH:60][CH:61]=2)[CH:20]=[CH:21][C:22]([CH2:25][CH2:26][CH:27]([O:46][CH2:47][C:48]2[CH:49]=[CH:50][C:51]([O:54][CH3:55])=[CH:52][CH:53]=2)[CH:28]([CH2:36][CH2:37][OH:38])[C:29]([O:31][C:32]([CH3:35])([CH3:34])[CH3:33])=[O:30])=[CH:23][CH:24]=1, predict the reactants needed to synthesize it. The reactants are: [F-].C([N+](CCCC)(CCCC)CCCC)CCC.[C:19]1([C:56]2[CH:61]=[CH:60][CH:59]=[CH:58][CH:57]=2)[CH:24]=[CH:23][C:22]([CH2:25][CH2:26][CH:27]([O:46][CH2:47][C:48]2[CH:53]=[CH:52][C:51]([O:54][CH3:55])=[CH:50][CH:49]=2)[CH:28]([CH2:36][CH2:37][O:38][Si](C(C)(C)C)(C)C)[C:29]([O:31][C:32]([CH3:35])([CH3:34])[CH3:33])=[O:30])=[CH:21][CH:20]=1.